From a dataset of Forward reaction prediction with 1.9M reactions from USPTO patents (1976-2016). Predict the product of the given reaction. Given the reactants C([O:3][C:4]([C:6]1[C:10]([CH3:11])=[CH:9][NH:8][C:7]=1[CH2:12][CH2:13][NH:14][CH2:15][CH2:16][N:17]1[CH2:22][CH2:21][O:20][CH2:19][CH2:18]1)=O)C.C[Al](C)C.Cl.[OH-].[Na+], predict the reaction product. The product is: [CH3:11][C:10]1[C:6]2[C:4](=[O:3])[N:14]([CH2:15][CH2:16][N:17]3[CH2:22][CH2:21][O:20][CH2:19][CH2:18]3)[CH2:13][CH2:12][C:7]=2[NH:8][CH:9]=1.